This data is from Reaction yield outcomes from USPTO patents with 853,638 reactions. The task is: Predict the reaction yield, written as a fraction of the theoretical maximum amount of product (1.0 means a 100% yield; for example, 0.34 means a 34% yield). The reactants are [CH2:1]([N:8]1[C:13](=[O:14])[CH2:12][NH:11][C:10]2[N:15]=[CH:16][C:17](I)=[CH:18][C:9]1=2)[C:2]1[CH:7]=[CH:6][CH:5]=[CH:4][CH:3]=1.[C:20]([C:23]1[CH:28]=[CH:27][C:26](B(O)O)=[CH:25][CH:24]=1)(=[O:22])[CH3:21]. No catalyst specified. The product is [C:20]([C:23]1[CH:28]=[CH:27][C:26]([C:17]2[CH:16]=[N:15][C:10]3[NH:11][CH2:12][C:13](=[O:14])[N:8]([CH2:1][C:2]4[CH:7]=[CH:6][CH:5]=[CH:4][CH:3]=4)[C:9]=3[CH:18]=2)=[CH:25][CH:24]=1)(=[O:22])[CH3:21]. The yield is 0.200.